This data is from Full USPTO retrosynthesis dataset with 1.9M reactions from patents (1976-2016). The task is: Predict the reactants needed to synthesize the given product. The reactants are: [NH2:1][C:2]1[S:3][CH:4]=[C:5]([C:7]([CH3:10])([CH3:9])[CH3:8])[N:6]=1.[Br:11]N1C(=O)CCC1=O.CCCCCC. Given the product [NH2:1][C:2]1[S:3][C:4]([Br:11])=[C:5]([C:7]([CH3:10])([CH3:9])[CH3:8])[N:6]=1, predict the reactants needed to synthesize it.